From a dataset of Catalyst prediction with 721,799 reactions and 888 catalyst types from USPTO. Predict which catalyst facilitates the given reaction. (1) Reactant: [C:1]([NH:5][S:6]([C:9]1[CH:14]=[C:13]([CH:15]([CH3:17])[CH3:16])[CH:12]=[CH:11][C:10]=1[CH2:18][CH2:19][NH:20][S:21]([C:24]1[CH:25]=[C:26]([CH:30]=[CH:31][C:32]=1[O:33][CH3:34])[C:27]([NH2:29])=O)(=[O:23])=[O:22])(=[O:8])=[O:7])([CH3:4])([CH3:3])[CH3:2].C(N(CC)CC)C.FC(F)(F)C(OC(=O)C(F)(F)F)=O.Cl. Product: [C:1]([NH:5][S:6]([C:9]1[CH:14]=[C:13]([CH:15]([CH3:16])[CH3:17])[CH:12]=[CH:11][C:10]=1[CH2:18][CH2:19][NH:20][S:21]([C:24]1[CH:25]=[C:26]([C:27]#[N:29])[CH:30]=[CH:31][C:32]=1[O:33][CH3:34])(=[O:23])=[O:22])(=[O:8])=[O:7])([CH3:2])([CH3:3])[CH3:4]. The catalyst class is: 46. (2) Reactant: [F:1][C:2]1[CH:7]=[CH:6][C:5]([NH:8][C:9]2[CH:14]=[C:13]([NH:15][CH3:16])[N:12]=[CH:11][N:10]=2)=[CH:4][CH:3]=1.[Cl:17][C:18]1[CH:23]=[CH:22][CH:21]=[C:20]([Cl:24])[C:19]=1[N:25]=[C:26]=[O:27].C(N(CC)CC)C. Product: [Cl:17][C:18]1[CH:23]=[CH:22][CH:21]=[C:20]([Cl:24])[C:19]=1[NH:25][C:26](=[O:27])[N:15]([C:13]1[CH:14]=[C:9]([NH:8][C:5]2[CH:6]=[CH:7][C:2]([F:1])=[CH:3][CH:4]=2)[N:10]=[CH:11][N:12]=1)[CH3:16]. The catalyst class is: 9.